From a dataset of Forward reaction prediction with 1.9M reactions from USPTO patents (1976-2016). Predict the product of the given reaction. (1) Given the reactants [CH3:1][O:2][CH2:3][CH2:4][O:5][CH2:6][CH2:7][N:8]1[CH:12]=[CH:11][N:10]=[CH:9]1.C([Li])CCC.CCCCCC.CN([CH:27]=[O:28])C.C(=O)(O)[O-].[Na+], predict the reaction product. The product is: [CH3:1][O:2][CH2:3][CH2:4][O:5][CH2:6][CH2:7][N:8]1[CH:12]=[CH:11][N:10]=[C:9]1[CH:27]=[O:28]. (2) Given the reactants C(=O)([O-])[O-].[Na+].[Na+].C(=O)([O-])[O-].[CH:11]1[C:16]([NH2:17])=[CH:15][CH:14]=[C:13]([As:18]([OH:21])([OH:20])=[O:19])[CH:12]=1.[Br:22][CH2:23][C:24](Br)=[O:25].C(=O)=O.S(=O)(=O)(O)O, predict the reaction product. The product is: [Br:22][CH2:23][C:24]([NH:17][C:16]1[CH:11]=[CH:12][C:13]([As:18](=[O:20])([OH:21])[OH:19])=[CH:14][CH:15]=1)=[O:25]. (3) Given the reactants O[CH2:2][CH2:3][CH2:4][CH2:5][C:6]([O:8][CH2:9][C:10]1[CH:15]=[CH:14][CH:13]=[CH:12][CH:11]=1)=[O:7].C(N(CC)CC)C.[CH3:23][S:24](Cl)(=[O:26])=[O:25], predict the reaction product. The product is: [CH3:23][S:24]([CH2:2][CH2:3][CH2:4][CH2:5][C:6]([O:8][CH2:9][C:10]1[CH:15]=[CH:14][CH:13]=[CH:12][CH:11]=1)=[O:7])(=[O:26])=[O:25]. (4) Given the reactants O=C1N(CC(OC(C)(C)C)=O)C2C=CC=CC=2N1.[CH3:19][O:20][C:21](=[O:43])[CH2:22][N:23]1[C:27]2[C:28]([CH3:33])=[CH:29][C:30]([CH3:32])=[CH:31][C:26]=2[N:25]([CH2:34][C:35]([O:37]C(C)(C)C)=[O:36])[C:24]1=[O:42], predict the reaction product. The product is: [CH3:19][O:20][C:21](=[O:43])[CH2:22][N:23]1[C:27]2[C:28]([CH3:33])=[CH:29][C:30]([CH3:32])=[CH:31][C:26]=2[N:25]([CH2:34][C:35]([OH:37])=[O:36])[C:24]1=[O:42]. (5) Given the reactants [CH:1]1[C:13]2[CH:12]([CH2:14][O:15][C:16]([NH:18][CH:19]([C:30](=[O:48])[N:31]3[CH2:36][CH2:35][CH2:34][CH2:33][CH:32]3C3NC=C(C4C=CC=CC=4)N=3)[CH2:20][C:21]3[CH:29]=[CH:28][C:24]([C:25]([OH:27])=O)=[CH:23][CH:22]=3)=[O:17])[C:11]3[C:6](=[CH:7][CH:8]=[CH:9][CH:10]=3)[C:5]=2[CH:4]=[CH:3][CH:2]=1.Cl.CN.C[N:53]1[CH2:58]COCC1.O.ON1[C:65]2[CH:66]=CC=[CH:69][C:64]=2N=N1.Cl.CN(C)[CH2:73][CH2:74][CH2:75][N:76]=[C:77]=[N:78][CH2:79]C, predict the reaction product. The product is: [CH:10]1[C:11]2[CH:12]([CH2:14][O:15][C:16](=[O:17])[NH:18][CH:19]([CH2:20][C:21]3[CH:22]=[CH:23][C:24]([C:25](=[O:27])[NH:53][CH3:58])=[CH:28][CH:29]=3)[C:30](=[O:48])[N:31]3[CH2:36][CH2:35][CH2:34][CH2:33][CH:32]3[C:77]3[NH:78][CH:79]=[C:75]([C:74]4[CH:73]=[CH:66][CH:65]=[CH:64][CH:69]=4)[N:76]=3)[C:13]3[C:5](=[CH:4][CH:3]=[CH:2][CH:1]=3)[C:6]=2[CH:7]=[CH:8][CH:9]=1. (6) Given the reactants [CH3:1][NH:2][C:3]1[C:8]([NH2:9])=[CH:7][C:6]([C:10]([F:13])([F:12])[F:11])=[CH:5][N:4]=1.[CH2:14]([S:16][C:17]1[C:22]([C:23](O)=[O:24])=[CH:21][N:20]=[CH:19][N:18]=1)[CH3:15].CCN=C=NCCCN(C)C.Cl.N1C=CC=CC=1, predict the reaction product. The product is: [CH3:1][NH:2][C:3]1[C:8]([NH:9][C:23]([C:22]2[C:17]([S:16][CH2:14][CH3:15])=[N:18][CH:19]=[N:20][CH:21]=2)=[O:24])=[CH:7][C:6]([C:10]([F:13])([F:11])[F:12])=[CH:5][N:4]=1. (7) Given the reactants Cl.[NH2:2][C:3]([NH2:5])=[NH:4].[O-]CC.[Na+].CN(C)[CH:12]=[CH:13][C:14](=O)[C:15]([O:19][CH3:20])([O:17][CH3:18])[CH3:16], predict the reaction product. The product is: [CH3:18][O:17][C:15]([C:14]1[CH:13]=[CH:12][N:2]=[C:3]([NH2:5])[N:4]=1)([O:19][CH3:20])[CH3:16]. (8) Given the reactants Br[C:2]1[CH:3]=[N:4][C:5]2[C:10]([CH:11]=1)=[CH:9][C:8]([S:12][C:13]1[N:17]3[N:18]=[C:19]([CH3:22])[CH:20]=[CH:21][C:16]3=[N:15][N:14]=1)=[CH:7][CH:6]=2.CC1(C)C(C)(C)OB([C:31]2[CH:32]=[N:33][N:34](COCC[Si](C)(C)C)[CH:35]=2)O1.C(=O)([O-])[O-].[Na+].[Na+].C(O)(C(F)(F)F)=O, predict the reaction product. The product is: [CH3:22][C:19]1[CH:20]=[CH:21][C:16]2[N:17]([C:13]([S:12][C:8]3[CH:9]=[C:10]4[C:5](=[CH:6][CH:7]=3)[N:4]=[CH:3][C:2]([C:31]3[CH:32]=[N:33][NH:34][CH:35]=3)=[CH:11]4)=[N:14][N:15]=2)[N:18]=1.